The task is: Predict the product of the given reaction.. This data is from Forward reaction prediction with 1.9M reactions from USPTO patents (1976-2016). (1) Given the reactants [NH2:1][C:2]1[N:3]([CH3:25])[C:4](=[O:24])[C:5]([C:17]2[CH:22]=[CH:21][CH:20]=[C:19](Br)[CH:18]=2)([C:7]2[CH:12]=[CH:11][CH:10]=[C:9]([Si:13]([CH3:16])([CH3:15])[CH3:14])[CH:8]=2)[N:6]=1.C([Sn](CCCC)(CCCC)[C:31]1[CH:36]=[N:35][CH:34]=[CH:33][N:32]=1)CCC, predict the reaction product. The product is: [NH2:1][C:2]1[N:3]([CH3:25])[C:4](=[O:24])[C:5]([C:17]2[CH:22]=[CH:21][CH:20]=[C:19]([C:31]3[CH:36]=[N:35][CH:34]=[CH:33][N:32]=3)[CH:18]=2)([C:7]2[CH:12]=[CH:11][CH:10]=[C:9]([Si:13]([CH3:16])([CH3:15])[CH3:14])[CH:8]=2)[N:6]=1. (2) Given the reactants [NH2:1][C:2]1[CH:7]=[CH:6][CH:5]=[CH:4][CH:3]=1.N([O-])=O.[Na+].[C:12]([CH:14]([CH:20]([C:22]#[N:23])C)[C:15](OCC)=O)#[N:13].[OH-].[NH4+:25], predict the reaction product. The product is: [NH2:13][C:12]1[N:1]([C:2]2[CH:7]=[CH:6][CH:5]=[CH:4][CH:3]=2)[N:25]=[C:20]([C:22]#[N:23])[C:14]=1[CH3:15]. (3) Given the reactants BrC1C=CC2C3C(CCOC=2C=1)=CN(C1N(C2C=CC(F)=CC=2F)N=CN=1)N=3.Cl[C:30]1[N:34]([C:35]2[CH:40]=[CH:39][CH:38]=[CH:37][C:36]=2[Cl:41])[N:33]=[CH:32][N:31]=1.[Br:42][C:43]1[CH:44]=[CH:45][C:46]2[O:55][CH2:54][CH2:53][C:52]3[C:48](=[N:49][NH:50][CH:51]=3)[C:47]=2[CH:56]=1.C(Cl)Cl, predict the reaction product. The product is: [Br:42][C:43]1[CH:44]=[CH:45][C:46]2[O:55][CH2:54][CH2:53][C:52]3[C:48](=[N:49][N:50]([C:30]4[N:34]([C:35]5[CH:40]=[CH:39][CH:38]=[CH:37][C:36]=5[Cl:41])[N:33]=[CH:32][N:31]=4)[CH:51]=3)[C:47]=2[CH:56]=1. (4) Given the reactants [C:1]([C:5]1[CH:6]=[C:7]([NH:17][C:18]([NH:20][C:21]2[C:30]3[C:25](=[CH:26][CH:27]=[CH:28][CH:29]=3)[C:24]([O:31][CH2:32][C:33]3[CH:38]=[CH:37][N:36]=[CH:35][CH:34]=3)=[CH:23][CH:22]=2)=[O:19])N(C2C=CC(C)=CC=2)N=1)([CH3:4])([CH3:3])[CH3:2].[CH:39]([C:42]1[CH:47]=[CH:46][C:45]([NH:48][NH2:49])=[CH:44][CH:43]=1)([CH3:41])[CH3:40], predict the reaction product. The product is: [C:1]([C:5]1[CH:6]=[C:7]([NH:17][C:18]([NH:20][C:21]2[C:30]3[C:25](=[CH:26][CH:27]=[CH:28][CH:29]=3)[C:24]([O:31][CH2:32][C:33]3[CH:34]=[CH:35][N:36]=[CH:37][CH:38]=3)=[CH:23][CH:22]=2)=[O:19])[N:48]([C:45]2[CH:46]=[CH:47][C:42]([CH:39]([CH3:41])[CH3:40])=[CH:43][CH:44]=2)[N:49]=1)([CH3:4])([CH3:2])[CH3:3].